From a dataset of Forward reaction prediction with 1.9M reactions from USPTO patents (1976-2016). Predict the product of the given reaction. The product is: [CH3:1][O:2][C:3]([C:5]1[S:6][C:7]2[CH2:12][S:14][CH2:10][C:8]=2[CH:9]=1)=[O:4]. Given the reactants [CH3:1][O:2][C:3]([C:5]1[S:6][C:7]([CH2:12]Cl)=[C:8]([CH2:10]Cl)[CH:9]=1)=[O:4].[S-2:14].[Na+].[Na+], predict the reaction product.